This data is from Forward reaction prediction with 1.9M reactions from USPTO patents (1976-2016). The task is: Predict the product of the given reaction. (1) Given the reactants [C:1]([C:5]1[CH:13]=[CH:12][C:8]([C:9]([OH:11])=O)=[CH:7][CH:6]=1)([CH3:4])([CH3:3])[CH3:2].CN1CCOCC1.ClC1N=C(OC)N=C(OC)N=1.[CH2:32]([NH2:39])[C:33]1[CH:38]=[CH:37][CH:36]=[CH:35][CH:34]=1.C(O)(=O)CC(CC(O)=O)(C(O)=O)O, predict the reaction product. The product is: [CH2:32]([NH:39][C:9](=[O:11])[C:8]1[CH:7]=[CH:6][C:5]([C:1]([CH3:2])([CH3:3])[CH3:4])=[CH:13][CH:12]=1)[C:33]1[CH:38]=[CH:37][CH:36]=[CH:35][CH:34]=1. (2) Given the reactants O[CH2:2][C:3]1[C:8]([CH3:9])=[C:7]([O:10][CH2:11][CH2:12][CH2:13][O:14][CH3:15])[CH:6]=[CH:5][N:4]=1.S(Cl)([Cl:18])=O, predict the reaction product. The product is: [Cl:18][CH2:2][C:3]1[C:8]([CH3:9])=[C:7]([O:10][CH2:11][CH2:12][CH2:13][O:14][CH3:15])[CH:6]=[CH:5][N:4]=1. (3) Given the reactants [F:1][C:2]1[C:11]([F:12])=[C:10]2[C:5]([CH2:6][CH2:7][CH:8]([CH2:13][CH2:14][CH3:15])[O:9]2)=[C:4]2[CH:16]=[C:17]([CH3:19])[O:18][C:3]=12, predict the reaction product. The product is: [F:1][C:2]1[C:11]([F:12])=[C:10]2[C:5]([CH2:6][CH2:7][CH:8]([CH2:13][CH2:14][CH3:15])[O:9]2)=[C:4]2[CH2:16][CH:17]([CH3:19])[O:18][C:3]=12. (4) Given the reactants [CH3:1][O:2][C:3](=[O:16])[C:4]1[CH:9]=[C:8]([N+:10]([O-:12])=[O:11])[CH:7]=[C:6]([C:13](Cl)=[O:14])[CH:5]=1.C([O-])([O-])=O.[K+].[K+].[CH3:23][O:24][CH:25]([O:28][CH3:29])[CH2:26][NH2:27], predict the reaction product. The product is: [CH3:1][O:2][C:3](=[O:16])[C:4]1[CH:9]=[C:8]([N+:10]([O-:12])=[O:11])[CH:7]=[C:6]([C:13]([NH:27][CH2:26][CH:25]([O:28][CH3:29])[O:24][CH3:23])=[O:14])[CH:5]=1. (5) The product is: [CH3:1][O:2][C:3](=[O:8])[CH:4]([C:5](=[O:7])[CH3:6])[CH2:13][CH2:14][CH2:15][C:16]1[CH:21]=[CH:20][CH:19]=[CH:18][CH:17]=1. Given the reactants [CH3:1][O:2][C:3](=[O:8])/[CH:4]=[C:5](/[O-:7])\[CH3:6].[Na+].[I-].[K+].Br[CH2:13][CH2:14][CH2:15][C:16]1[CH:21]=[CH:20][CH:19]=[CH:18][CH:17]=1, predict the reaction product. (6) Given the reactants [NH2:1]/[C:2](/[CH3:11])=[CH:3]\[C:4]([O:6][C:7]([CH3:10])([CH3:9])[CH3:8])=[O:5].[F:12][C:13]([F:23])([F:22])[C:14]1[C:15](=[O:21])[CH:16]=[CH:17][C:18](=O)[CH:19]=1.C(Cl)Cl, predict the reaction product. The product is: [OH:21][C:15]1[C:14]([C:13]([F:12])([F:22])[F:23])=[C:19]2[C:18](=[CH:17][CH:16]=1)[NH:1][C:2]([CH3:11])=[C:3]2[C:4]([O:6][C:7]([CH3:10])([CH3:9])[CH3:8])=[O:5]. (7) Given the reactants [F:1][C:2]([F:15])([F:14])[C:3]1[CH:8]=[CH:7][C:6]([CH:9]([CH2:12][CH3:13])[C:10]#[N:11])=[CH:5][CH:4]=1.[CH2:16](N)[CH2:17][NH2:18], predict the reaction product. The product is: [F:1][C:2]([F:14])([F:15])[C:3]1[CH:4]=[CH:5][C:6]([CH:9]([C:10]2[NH:18][CH2:17][CH2:16][N:11]=2)[CH2:12][CH3:13])=[CH:7][CH:8]=1. (8) The product is: [CH3:21][O:22][CH:23]([O:32][CH3:33])[CH2:24][N:25]([C@@H:26]([CH2:28][CH2:29][CH2:30][CH3:31])[CH3:27])[C:15](=[O:17])[CH2:14][CH2:13][O:12][CH2:11][CH2:10][C:9]1[CH:18]=[CH:19][CH:20]=[C:7]([C:5]2[CH:4]=[N:3][N:2]([CH3:1])[CH:6]=2)[CH:8]=1. Given the reactants [CH3:1][N:2]1[CH:6]=[C:5]([C:7]2[CH:8]=[C:9]([CH:18]=[CH:19][CH:20]=2)[CH2:10][CH2:11][O:12][CH2:13][CH2:14][C:15]([OH:17])=O)[CH:4]=[N:3]1.[CH3:21][O:22][CH:23]([O:32][CH3:33])[CH2:24][NH:25][C@@H:26]([CH2:28][CH2:29][CH2:30][CH3:31])[CH3:27].C(OCC)(=O)C, predict the reaction product. (9) Given the reactants P(Cl)(Cl)(Cl)(Cl)Cl.S[C:8]1[O:9][C:10]2[C:16]([Cl:17])=[CH:15][C:14]([Cl:18])=[CH:13][C:11]=2[N:12]=1.[CH3:19][N:20]1[CH2:25][CH2:24][NH:23][CH2:22][CH2:21]1, predict the reaction product. The product is: [CH3:19][N:20]1[CH2:25][CH2:24][N:23]([C:8]2[O:9][C:10]3[C:16]([Cl:17])=[CH:15][C:14]([Cl:18])=[CH:13][C:11]=3[N:12]=2)[CH2:22][CH2:21]1. (10) The product is: [C:9]([CH2:11][C:12]1[NH:14][N:15]=[C:5]([CH2:4][O:3][CH3:2])[N:8]=1)#[N:10]. Given the reactants Cl.[CH3:2][O:3][CH2:4][C:5](=[NH:8])OC.[C:9]([CH2:11][C:12]([NH:14][NH2:15])=O)#[N:10].[OH-].[Na+], predict the reaction product.